This data is from Forward reaction prediction with 1.9M reactions from USPTO patents (1976-2016). The task is: Predict the product of the given reaction. (1) Given the reactants [Br:1][C:2]1[CH:3]=[CH:4][C:5]([C:13]([N:15]2[CH2:20][CH2:19][N:18]([C:21]3[C:26]([CH3:27])=[CH:25][C:24]([CH3:28])=[CH:23][N:22]=3)[CH2:17][CH2:16]2)=[O:14])=[C:6]([NH:8][S:9]([CH3:12])(=[O:11])=[O:10])[CH:7]=1.[H-].[Na+].[CH3:31]I.O, predict the reaction product. The product is: [Br:1][C:2]1[CH:3]=[CH:4][C:5]([C:13]([N:15]2[CH2:16][CH2:17][N:18]([C:21]3[C:26]([CH3:27])=[CH:25][C:24]([CH3:28])=[CH:23][N:22]=3)[CH2:19][CH2:20]2)=[O:14])=[C:6]([N:8]([CH3:31])[S:9]([CH3:12])(=[O:11])=[O:10])[CH:7]=1. (2) Given the reactants [NH:1]1[CH:5]=[N:4][N:3]=[N:2]1.C(=O)([O-])[O-].[K+].[K+].Cl[CH2:13][O:14][CH2:15][C:16]1[CH:21]=[CH:20][CH:19]=[CH:18][CH:17]=1, predict the reaction product. The product is: [CH2:15]([O:14][CH2:13][N:2]1[N:3]=[N:4][CH:5]=[N:1]1)[C:16]1[CH:21]=[CH:20][CH:19]=[CH:18][CH:17]=1.[CH2:15]([O:14][CH2:13][N:1]1[CH:5]=[N:4][NH:3][NH:2]1)[C:16]1[CH:21]=[CH:20][CH:19]=[CH:18][CH:17]=1. (3) Given the reactants [NH2:1][NH:2][C:3]([C:5]1[C:10]([Br:11])=[CH:9][CH:8]=[CH:7][N:6]=1)=[NH:4].[F:12][C:13]1[CH:20]=[CH:19][C:18]([O:21][CH3:22])=[CH:17][C:14]=1[CH:15]=O, predict the reaction product. The product is: [Br:11][C:10]1[C:5]([C:3]2[N:4]=[C:15]([C:14]3[CH:17]=[C:18]([O:21][CH3:22])[CH:19]=[CH:20][C:13]=3[F:12])[NH:1][N:2]=2)=[N:6][CH:7]=[CH:8][CH:9]=1. (4) Given the reactants [CH2:1]([O:3][P:4]([N:9]1[CH2:22][CH2:21][N:20](S(C2C=CC=CC=2[N+]([O-])=O)(=O)=O)[CH2:19][CH2:18][CH2:17][CH2:16][CH2:15][CH2:14][CH2:13][N:12]([S:35]([C:38]2[CH:43]=[CH:42][CH:41]=[CH:40][C:39]=2[N+:44]([O-:46])=[O:45])(=[O:37])=[O:36])[CH2:11][CH2:10]1)([O:6][CH2:7][CH3:8])=[O:5])[CH3:2].C([O-])([O-])=O.[K+].[K+].C1(S)C=CC=CC=1, predict the reaction product. The product is: [CH2:7]([O:6][P:4]([N:9]1[CH2:10][CH2:11][N:12]([S:35]([C:38]2[CH:43]=[CH:42][CH:41]=[CH:40][C:39]=2[N+:44]([O-:46])=[O:45])(=[O:37])=[O:36])[CH2:13][CH2:14][CH2:15][CH2:16][CH2:17][CH2:18][CH2:19][NH:20][CH2:21][CH2:22]1)([O:3][CH2:1][CH3:2])=[O:5])[CH3:8]. (5) Given the reactants [F:1][C:2]1[CH:7]=[CH:6][C:5]([C:8](=[O:15])[CH2:9][C:10]([O:12][CH2:13][CH3:14])=[O:11])=[CH:4][CH:3]=1.[F:16][C:17]([F:27])([F:26])[C:18]1[CH:19]=[C:20]([CH:23]=[CH:24][CH:25]=1)[CH2:21]Cl.C(=O)([O-])[O-].[K+].[K+], predict the reaction product. The product is: [F:1][C:2]1[CH:3]=[CH:4][C:5]([C:8](=[O:15])[CH:9]([CH2:21][C:20]2[CH:23]=[CH:24][CH:25]=[C:18]([C:17]([F:16])([F:26])[F:27])[CH:19]=2)[C:10]([O:12][CH2:13][CH3:14])=[O:11])=[CH:6][CH:7]=1. (6) The product is: [CH3:40][O:39][C:35]1[C:34]([CH3:41])=[C:33]2[C:38]([C:29]([O:28][CH:23]3[CH2:22][CH:21]4[N:25]([C:26](=[O:27])[NH:8][CH2:9][CH2:10][CH2:11][CH2:12][CH2:13][CH:14]=[CH:15][CH:16]5[C:18]([C:49]([NH:51][S:52]([CH:55]6[CH2:57][CH2:56]6)(=[O:54])=[O:53])=[O:50])([NH:19][C:20]4=[O:48])[CH2:17]5)[CH2:24]3)=[N:30][C:31]([C:42]3[CH:43]=[CH:44][CH:45]=[CH:46][CH:47]=3)=[N:32]2)=[CH:37][CH:36]=1. Given the reactants COC1C=CC(C[N:8]2[C:26](=[O:27])[N:25]3[CH:21]([CH2:22][CH:23]([O:28][C:29]4[C:38]5[C:33](=[C:34]([CH3:41])[C:35]([O:39][CH3:40])=[CH:36][CH:37]=5)[N:32]=[C:31]([C:42]5[CH:47]=[CH:46][CH:45]=[CH:44][CH:43]=5)[N:30]=4)[CH2:24]3)[C:20](=[O:48])[NH:19][C:18]3([C:49]([NH:51][S:52]([CH:55]4[CH2:57][CH2:56]4)(=[O:54])=[O:53])=[O:50])[CH:16]([CH2:17]3)[CH:15]=[CH:14][CH2:13][CH2:12][CH2:11][CH2:10][CH2:9]2)=CC=1, predict the reaction product. (7) Given the reactants [NH2:1][C:2](=O)[C@@H:3]([NH:27][C:28]([C:30]1([NH:36][C:37](=[O:43])[O:38][C:39]([CH3:42])([CH3:41])[CH3:40])[CH2:35][CH2:34][O:33][CH2:32][CH2:31]1)=[O:29])[CH2:4][C:5]1[CH:10]=[CH:9][C:8]([C:11]2[CH:16]=[CH:15][C:14]([S:17]([N:20]3[CH2:25][CH2:24][N:23]([CH3:26])[CH2:22][CH2:21]3)(=[O:19])=[O:18])=[CH:13][CH:12]=2)=[CH:7][CH:6]=1.CC[N+](S(N=C(OC)[O-])(=O)=O)(CC)CC, predict the reaction product. The product is: [C:2]([C@@H:3]([NH:27][C:28]([C:30]1([NH:36][C:37](=[O:43])[O:38][C:39]([CH3:41])([CH3:40])[CH3:42])[CH2:35][CH2:34][O:33][CH2:32][CH2:31]1)=[O:29])[CH2:4][C:5]1[CH:6]=[CH:7][C:8]([C:11]2[CH:12]=[CH:13][C:14]([S:17]([N:20]3[CH2:25][CH2:24][N:23]([CH3:26])[CH2:22][CH2:21]3)(=[O:19])=[O:18])=[CH:15][CH:16]=2)=[CH:9][CH:10]=1)#[N:1]. (8) Given the reactants [N+:1]([C:4]1[CH:9]=[CH:8][CH:7]=[CH:6][C:5]=1[CH2:10][CH2:11][CH2:12][C:13]#[N:14])([O-])=O.[Cl-].[NH4+].C1(C)C=CC=CC=1, predict the reaction product. The product is: [NH2:1][C:4]1[CH:9]=[CH:8][CH:7]=[CH:6][C:5]=1[CH2:10][CH2:11][CH2:12][C:13]#[N:14]. (9) Given the reactants [CH:1]1([C:6]2[C:10]([NH:11][C:12](=O)[CH2:13][C:14]3[CH:19]=[CH:18][C:17](OC)=[CH:16]C=3)=[C:9]([C:23]([NH2:25])=[O:24])[O:8][N:7]=2)[CH2:5][CH2:4][CH2:3][CH2:2]1.[OH-:26].[K+].[CH3:28]O, predict the reaction product. The product is: [CH:1]1([C:6]2[C:10]3[N:11]=[C:12]([C:13]4[CH:14]=[CH:19][C:18]([O:26][CH3:28])=[CH:17][CH:16]=4)[NH:25][C:23](=[O:24])[C:9]=3[O:8][N:7]=2)[CH2:2][CH2:3][CH2:4][CH2:5]1. (10) Given the reactants Cl[CH2:2][C:3]1[CH:4]=[C:5]([CH:14]=[CH:15][CH:16]=1)[O:6][C:7]1[CH:12]=[C:11]([CH3:13])[CH:10]=[CH:9][N:8]=1.[CH2:17]([O:19][P:20]([O:24]CC)[O:21][CH2:22][CH3:23])[CH3:18].O, predict the reaction product. The product is: [CH2:17]([O:19][P:20]([CH2:2][C:3]1[CH:16]=[CH:15][CH:14]=[C:5]([O:6][C:7]2[CH:12]=[C:11]([CH3:13])[CH:10]=[CH:9][N:8]=2)[CH:4]=1)(=[O:24])[O:21][CH2:22][CH3:23])[CH3:18].